This data is from hERG Central: cardiac toxicity at 1µM, 10µM, and general inhibition. The task is: Predict hERG channel inhibition at various concentrations. (1) The molecule is CSc1cccc(N2CC(C(=O)NCCN3C(=O)S/C(=C\c4cccnc4)C3=O)CC2=O)c1. Results: hERG_inhib (hERG inhibition (general)): blocker. (2) The drug is Cc1cccc(CN2CCN(CC(=O)NCCCN3CCN(c4ccc(F)cc4)CC3)C2=O)c1. Results: hERG_inhib (hERG inhibition (general)): blocker. (3) The compound is CN(C)CCCN(C(=O)c1ccc(S(=O)(=O)N(C)Cc2ccccc2)cc1)c1nc2cc3c(cc2s1)OCO3.Cl. Results: hERG_inhib (hERG inhibition (general)): blocker.